This data is from Full USPTO retrosynthesis dataset with 1.9M reactions from patents (1976-2016). The task is: Predict the reactants needed to synthesize the given product. Given the product [O:1]=[C:2]1[NH:7][N:6]=[C:5]([C:8]([NH:28][CH2:27][C@H:24]2[CH2:23][CH2:22][C@@H:21]([CH2:20][CH2:19][O:12][C:13]3[CH:14]=[CH:15][CH:16]=[CH:17][CH:18]=3)[CH2:26][CH2:25]2)=[O:10])[CH:4]=[CH:3]1, predict the reactants needed to synthesize it. The reactants are: [O:1]=[C:2]1[NH:7][N:6]=[C:5]([C:8]([OH:10])=O)[CH:4]=[CH:3]1.Cl.[O:12]([CH2:19][CH2:20][C@@H:21]1[CH2:26][CH2:25][C@H:24]([CH2:27][NH2:28])[CH2:23][CH2:22]1)[C:13]1[CH:18]=[CH:17][CH:16]=[CH:15][CH:14]=1.